This data is from Reaction yield outcomes from USPTO patents with 853,638 reactions. The task is: Predict the reaction yield, written as a fraction of the theoretical maximum amount of product (1.0 means a 100% yield; for example, 0.34 means a 34% yield). (1) The reactants are [Cl:1][C:2]1[CH:3]=[C:4]([CH2:9][CH2:10][CH2:11][NH:12]C(=O)OC(C)(C)C)[CH:5]=[CH:6][C:7]=1[Cl:8].CCOCC. The catalyst is Cl.O1CCOCC1. The product is [ClH:1].[Cl:1][C:2]1[CH:3]=[C:4]([CH2:9][CH2:10][CH2:11][NH2:12])[CH:5]=[CH:6][C:7]=1[Cl:8]. The yield is 0.709. (2) The reactants are [CH3:1][C:2]1[C:6]2[C:7]3[CH:24]=[CH:23][C:22]([C:25]4[O:29][N:28]=[C:27]([CH3:30])[N:26]=4)=[CH:21][C:8]=3[C:9](=O)[NH:10][C@@H:11]([CH2:12][C:13]([O:15][C:16]([CH3:19])([CH3:18])[CH3:17])=[O:14])[C:5]=2[O:4][N:3]=1.P(Cl)(Cl)(Cl)(Cl)[Cl:32].C([O-])([O-])=O.[Na+].[Na+]. The catalyst is C(Cl)Cl. The product is [Cl:32][C:9]1[C:8]2[CH:21]=[C:22]([C:25]3[O:29][N:28]=[C:27]([CH3:30])[N:26]=3)[CH:23]=[CH:24][C:7]=2[C:6]2[C:2]([CH3:1])=[N:3][O:4][C:5]=2[C@H:11]([CH2:12][C:13]([O:15][C:16]([CH3:19])([CH3:18])[CH3:17])=[O:14])[N:10]=1. The yield is 0.684. (3) The reactants are [C:1]([N:8]1[CH2:13][CH2:12][C:11](=O)[CH2:10][CH2:9]1)([O:3][C:4]([CH3:7])([CH3:6])[CH3:5])=[O:2].Cl.[CH3:16][S:17]([C:20]1[CH:26]=[CH:25][C:23]([NH2:24])=[CH:22][CH:21]=1)(=[O:19])=[O:18]. No catalyst specified. The product is [C:4]([O:3][C:1]([N:8]1[CH2:13][CH2:12][CH:11]([NH:24][C:23]2[CH:22]=[CH:21][C:20]([S:17]([CH3:16])(=[O:19])=[O:18])=[CH:26][CH:25]=2)[CH2:10][CH2:9]1)=[O:2])([CH3:7])([CH3:6])[CH3:5]. The yield is 0.500. (4) The reactants are [CH3:1][C:2]1[CH:11]=[CH:10][C:5]([C:6]([O:8][CH3:9])=[O:7])=[CH:4][C:3]=1B1OC(C)(C)C(C)(C)O1.I[C:22]1[NH:26][N:25]=[CH:24][CH:23]=1.C(Cl)Cl. The catalyst is O1CCOCC1.C1C=CC(P(C2C=CC=CC=2)[C-]2C=CC=C2)=CC=1.C1C=CC(P(C2C=CC=CC=2)[C-]2C=CC=C2)=CC=1.Cl[Pd]Cl.[Fe+2]. The product is [CH3:1][C:2]1[CH:11]=[CH:10][C:5]([C:6]([O:8][CH3:9])=[O:7])=[CH:4][C:3]=1[C:22]1[NH:26][N:25]=[CH:24][CH:23]=1. The yield is 0.410. (5) The reactants are [C:1]1([NH2:12])[C:6](F)=[C:5](F)[C:4](F)=[C:3](N)C=1F.Cl.Cl.[CH2:15]([N:17](CC)CC)[CH3:16].[C:22]1([CH:32]([N:34]=[C:35]=[O:36])[CH3:33])[C:31]2[C:26](=[CH:27][CH:28]=[CH:29][CH:30]=2)[CH:25]=[CH:24][CH:23]=1. The catalyst is C1COCC1. The product is [N:12]12[CH2:3][CH2:4][CH:5]([CH2:6][CH2:1]1)[CH:15]([NH:17][C:35]([NH:34][CH:32]([C:22]1[C:31]3[C:26](=[CH:27][CH:28]=[CH:29][CH:30]=3)[CH:25]=[CH:24][CH:23]=1)[CH3:33])=[O:36])[CH2:16]2. The yield is 0.190. (6) The reactants are [C:1]([C:3]1[CH:8]=[N:7][N:6]2[CH:9]=[C:10](C(O)=O)[C:11]([CH3:12])=[C:5]2[C:4]=1[NH:16][C:17]1[CH:22]=[CH:21][C:20]([O:23][C:24]2[CH:29]=[CH:28][CH:27]=[CH:26][C:25]=2[O:30][CH3:31])=[CH:19][CH:18]=1)#[N:2].CC[N:34]([CH2:37]C)CC.C1C=CC(P(N=[N+]=[N-])(C2C=CC=CC=2)=[O:46])=CC=1.[CH2:56]([OH:63])[C:57]1[CH:62]=[CH:61][CH:60]=[CH:59][CH:58]=1. The catalyst is O1CCOCC1.CCOC(C)=O. The product is [CH2:56]([O:63][C:37](=[O:46])[NH:34][C:10]1[C:11]([CH3:12])=[C:5]2[C:4]([NH:16][C:17]3[CH:18]=[CH:19][C:20]([O:23][C:24]4[CH:29]=[CH:28][CH:27]=[CH:26][C:25]=4[O:30][CH3:31])=[CH:21][CH:22]=3)=[C:3]([C:1]#[N:2])[CH:8]=[N:7][N:6]2[CH:9]=1)[C:57]1[CH:62]=[CH:61][CH:60]=[CH:59][CH:58]=1. The yield is 0.750. (7) The catalyst is O. The yield is 0.580. The reactants are C1(P(C2C=CC=CC=2)C2C=CC=CC=2)C=CC=CC=1.C(Cl)(Cl)(Cl)[Cl:21].C1COCC1.[F:30][C:31]1[CH:40]=[CH:39][C:38]([O:41][CH2:42][CH2:43][CH3:44])=[C:37]2[C:32]=1[C:33](=[O:53])[C:34]([C:45]1[CH:50]=[CH:49][C:48]([O:51][CH3:52])=[CH:47][CH:46]=1)=[CH:35][NH:36]2.[C:54]([CH:57](O)[CH2:58][NH-:59])([OH:56])=[O:55]. The product is [F:30][C:31]1[CH:40]=[CH:39][C:38]([O:41][CH2:42][CH2:43][CH3:44])=[C:37]2[C:32]=1[C:33](=[O:53])[C:34]([C:45]1[CH:46]=[CH:47][C:48]([O:51][CH3:52])=[CH:49][CH:50]=1)=[CH:35][NH:36]2.[C:54]([CH:57]([Cl:21])[CH2:58][NH-:59])([OH:56])=[O:55].